This data is from Full USPTO retrosynthesis dataset with 1.9M reactions from patents (1976-2016). The task is: Predict the reactants needed to synthesize the given product. Given the product [CH3:9][O:8][C:7]1[CH:6]=[CH:5][C:4]([N:10]2[CH2:11][CH2:12][N:13]([C:16]([C:18]3[CH:19]=[CH:20][CH:21]=[CH:22][CH:23]=3)=[O:17])[CH2:14][CH2:15]2)=[CH:3][C:2]=1[NH:1][C:24]1[CH:29]=[CH:28][CH:27]=[CH:26][CH:25]=1, predict the reactants needed to synthesize it. The reactants are: [NH2:1][C:2]1[CH:3]=[C:4]([N:10]2[CH2:15][CH2:14][N:13]([C:16]([C:18]3[CH:23]=[CH:22][CH:21]=[CH:20][CH:19]=3)=[O:17])[CH2:12][CH2:11]2)[CH:5]=[CH:6][C:7]=1[O:8][CH3:9].[C:24]1(B(O)O)[CH:29]=[CH:28][CH:27]=[CH:26][CH:25]=1.C(N(CC)CC)C.